From a dataset of Forward reaction prediction with 1.9M reactions from USPTO patents (1976-2016). Predict the product of the given reaction. (1) The product is: [F:47][C:10]([F:9])([F:48])[C:11]1[CH:12]=[C:13]([CH:40]=[C:41]([C:43]([F:44])([F:45])[F:46])[CH:42]=1)[CH2:14][N:15]([C:34]1([CH3:35])[O:39][NH:2][CH:4]=[CH:5]1)[CH:16]1[CH2:22][CH2:21][CH2:20][N:19]([C:23]([O:25][CH:26]([CH3:28])[CH3:27])=[O:24])[C:18]2[CH:29]=[C:30]([Cl:33])[CH:31]=[CH:32][C:17]1=2. Given the reactants Cl.[NH2:2]O.[C:4]([O-])(=O)[CH3:5].[Na+].[F:9][C:10]([F:48])([F:47])[C:11]1[CH:12]=[C:13]([CH:40]=[C:41]([C:43]([F:46])([F:45])[F:44])[CH:42]=1)[CH2:14][N:15]([C:34](=[O:39])[CH2:35]C(=O)C)[CH:16]1[CH2:22][CH2:21][CH2:20][N:19]([C:23]([O:25][CH:26]([CH3:28])[CH3:27])=[O:24])[C:18]2[CH:29]=[C:30]([Cl:33])[CH:31]=[CH:32][C:17]1=2, predict the reaction product. (2) Given the reactants [O:1]1[C:5]2([CH2:10][CH2:9][CH:8]([OH:11])[CH2:7][CH2:6]2)[O:4][CH2:3][CH2:2]1.C1N2CCN(CC2)C1.[C:20]1([CH3:30])[CH:25]=[CH:24][C:23]([S:26](Cl)(=[O:28])=[O:27])=[CH:22][CH:21]=1, predict the reaction product. The product is: [O:1]1[C:5]2([CH2:10][CH2:9][CH:8]([O:11][S:26]([C:23]3[CH:24]=[CH:25][C:20]([CH3:30])=[CH:21][CH:22]=3)(=[O:28])=[O:27])[CH2:7][CH2:6]2)[O:4][CH2:3][CH2:2]1. (3) Given the reactants [CH:1]1([C:5]2[CH:10]=[CH:9][C:8]([C:11]3[CH:20]=[N:19][C:18]4[NH:17][CH2:16][CH2:15][O:14][C:13]=4[CH:12]=3)=[C:7]([F:21])[C:6]=2[O:22]C)[CH2:4][CH2:3][CH2:2]1.B(Br)(Br)Br, predict the reaction product. The product is: [CH:1]1([C:5]2[C:6]([OH:22])=[C:7]([F:21])[C:8]([C:11]3[CH:20]=[N:19][C:18]4[NH:17][CH2:16][CH2:15][O:14][C:13]=4[CH:12]=3)=[CH:9][CH:10]=2)[CH2:2][CH2:3][CH2:4]1. (4) Given the reactants [Cl:1][C:2]1[CH:3]=[C:4]([C:9]2[CH:10]=[C:11]3[C:16](=[CH:17][CH:18]=2)[N:15]=[CH:14][C:13]([C:19]([CH:21]2[CH2:23][CH2:22]2)=[O:20])=[C:12]3[NH:24][C:25]2[CH:26]=[N:27][N:28]([CH:30]3[CH2:35][CH2:34][N:33](C(OC(C)(C)C)=O)[CH2:32][CH2:31]3)[CH:29]=2)[CH:5]=[CH:6][C:7]=1[OH:8].C(O)(C(F)(F)F)=O, predict the reaction product. The product is: [Cl:1][C:2]1[CH:3]=[C:4]([C:9]2[CH:10]=[C:11]3[C:16](=[CH:17][CH:18]=2)[N:15]=[CH:14][C:13]([C:19]([CH:21]2[CH2:23][CH2:22]2)=[O:20])=[C:12]3[NH:24][C:25]2[CH:26]=[N:27][N:28]([CH:30]3[CH2:35][CH2:34][NH:33][CH2:32][CH2:31]3)[CH:29]=2)[CH:5]=[CH:6][C:7]=1[OH:8]. (5) Given the reactants [Zn](CC)[CH2:2]C.C(O)(C(F)(F)F)=O.C(I)I.[C:16]([O:19][C@H:20]1[C@H:25]([O:26][C:27](=[O:29])[CH3:28])[C@@H:24]([O:30][C:31](=[O:33])[CH3:32])[C@H:23]([C:34]2[CH:43]=[C:42]([CH2:44][C:45]3[CH:50]=[CH:49][C:48]([CH:51]=[CH2:52])=[CH:47][CH:46]=3)[C:41]([Cl:53])=[C:40]3[C:35]=2[CH2:36][CH2:37][CH2:38][O:39]3)[O:22][C@@H:21]1[CH2:54][O:55][C:56](=[O:58])[CH3:57])(=[O:18])[CH3:17], predict the reaction product. The product is: [C:16]([O:19][C@H:20]1[C@H:25]([O:26][C:27](=[O:29])[CH3:28])[C@@H:24]([O:30][C:31](=[O:33])[CH3:32])[C@H:23]([C:34]2[CH:43]=[C:42]([CH2:44][C:45]3[CH:50]=[CH:49][C:48]([CH:51]4[CH2:2][CH2:52]4)=[CH:47][CH:46]=3)[C:41]([Cl:53])=[C:40]3[C:35]=2[CH2:36][CH2:37][CH2:38][O:39]3)[O:22][C@@H:21]1[CH2:54][O:55][C:56](=[O:58])[CH3:57])(=[O:18])[CH3:17]. (6) Given the reactants [OH:1][CH:2]([CH2:6][C:7]1[CH:12]=[CH:11][C:10]([OH:13])=[CH:9][CH:8]=1)[C:3]([OH:5])=[O:4].Cl.[CH3:15]O, predict the reaction product. The product is: [OH:1][CH:2]([CH2:6][C:7]1[CH:8]=[CH:9][C:10]([OH:13])=[CH:11][CH:12]=1)[C:3]([O:5][CH3:15])=[O:4]. (7) Given the reactants CCN(C(C)C)C(C)C.[N:10]1[CH:15]=[CH:14][CH:13]=[CH:12][C:11]=1[N:16]1[CH:20]=[C:19]([C:21]([OH:23])=O)[N:18]=[N:17]1.C1C=CC2N(O)N=NC=2C=1.CCN=C=NCCCN(C)C.Cl.[NH2:46][CH2:47][C:48]([N:50]1[CH2:55][CH2:54][N:53]([C:56](=[O:65])[C:57]2[CH:62]=[C:61]([F:63])[CH:60]=[CH:59][C:58]=2[Cl:64])[CH2:52][CH2:51]1)=[O:49].ClC1C=CC(F)=CC=1C(O)=O, predict the reaction product. The product is: [Cl:64][C:58]1[CH:59]=[CH:60][C:61]([F:63])=[CH:62][C:57]=1[C:56]([N:53]1[CH2:52][CH2:51][N:50]([C:48](=[O:49])[CH2:47][NH:46][C:21]([C:19]2[N:18]=[N:17][N:16]([C:11]3[CH:12]=[CH:13][CH:14]=[CH:15][N:10]=3)[CH:20]=2)=[O:23])[CH2:55][CH2:54]1)=[O:65].